This data is from Reaction yield outcomes from USPTO patents with 853,638 reactions. The task is: Predict the reaction yield, written as a fraction of the theoretical maximum amount of product (1.0 means a 100% yield; for example, 0.34 means a 34% yield). (1) The reactants are N[C:2]1[CH:7]=[C:6]([F:8])[C:5]([CH:9]([CH3:14])[C:10]([O:12][CH3:13])=[O:11])=[C:4]([F:15])[CH:3]=1.[BrH:16].N([O-])=O.[Na+].S(=O)(=O)(O)O.Cl. The catalyst is CO. The product is [Br:16][C:2]1[CH:7]=[C:6]([F:8])[C:5]([CH:9]([CH3:14])[C:10]([O:12][CH3:13])=[O:11])=[C:4]([F:15])[CH:3]=1. The yield is 0.700. (2) The reactants are [NH:1]1[C:9]2[C:4](=[CH:5][CH:6]=[CH:7][CH:8]=2)[C:3]([CH2:10][C:11]([N:13]2[CH2:22][CH2:21][C:20]3[C:15](=[CH:16][CH:17]=[C:18]([C:23]([NH:25][O:26]C4CCCCO4)=[O:24])[CH:19]=3)[CH2:14]2)=[O:12])=[CH:2]1.[ClH:33]. The catalyst is CO.O. The product is [ClH:33].[OH:26][NH:25][C:23]([C:18]1[CH:19]=[C:20]2[C:15](=[CH:16][CH:17]=1)[CH2:14][N:13]([C:11](=[O:12])[CH2:10][C:3]1[C:4]3[C:9](=[CH:8][CH:7]=[CH:6][CH:5]=3)[NH:1][CH:2]=1)[CH2:22][CH2:21]2)=[O:24]. The yield is 0.630. (3) The reactants are O[C:2]1[N:7]2[N:8]=[CH:9][CH:10]=[C:6]2[N:5]=[C:4]([CH3:11])[C:3]=1[CH2:12][C:13]([O:15][CH2:16][CH3:17])=[O:14].P(Cl)(Cl)([Cl:20])=O. The catalyst is CN(C)C1C=CC=CC=1. The product is [Cl:20][C:2]1[N:7]2[N:8]=[CH:9][CH:10]=[C:6]2[N:5]=[C:4]([CH3:11])[C:3]=1[CH2:12][C:13]([O:15][CH2:16][CH3:17])=[O:14]. The yield is 0.640.